This data is from Full USPTO retrosynthesis dataset with 1.9M reactions from patents (1976-2016). The task is: Predict the reactants needed to synthesize the given product. (1) Given the product [Si:21]([O:7][CH:4]1[CH2:5][CH2:6][CH:1]([OH:8])[CH2:2][CH2:3]1)([C:24]([CH3:27])([CH3:26])[CH3:25])([CH3:23])[CH3:22], predict the reactants needed to synthesize it. The reactants are: [CH:1]1([OH:8])[CH2:6][CH2:5][CH:4]([OH:7])[CH2:3][CH2:2]1.N1C=CN=C1.CCN(CC)CC.[Si:21](Cl)([C:24]([CH3:27])([CH3:26])[CH3:25])([CH3:23])[CH3:22]. (2) Given the product [Cl:21][C:14]1[C:15]([F:20])=[CH:16][CH:17]=[C:18]([F:19])[C:13]=1[CH2:12][N:8]1[C:6]2=[N:7][C:2]([C:32]3[CH:31]=[CH:30][CH:29]=[C:28]([N:25]4[CH2:24][CH2:23][O:22][CH2:27][CH2:26]4)[CH:33]=3)=[CH:3][N:4]=[C:5]2[NH:11][CH2:10][CH2:9]1, predict the reactants needed to synthesize it. The reactants are: Br[C:2]1[N:7]=[C:6]2[N:8]([CH2:12][C:13]3[C:18]([F:19])=[CH:17][CH:16]=[C:15]([F:20])[C:14]=3[Cl:21])[CH2:9][CH2:10][NH:11][C:5]2=[N:4][CH:3]=1.[O:22]1[CH2:27][CH2:26][N:25]([C:28]2[CH:29]=[C:30](B3OC(C)(C)C(C)(C)O3)[CH:31]=[CH:32][CH:33]=2)[CH2:24][CH2:23]1. (3) Given the product [C:37]([OH:41])(=[O:36])[CH3:38].[C:32]([C:29]1[CH:28]=[CH:27][C:26]([CH2:25][NH:24][C:22](=[O:23])[CH:21]([O:36][CH2:37][CH3:38])[N:17]2[CH:18]=[C:19]([CH3:20])[C:15]([C:10]3[CH:11]=[CH:12][CH:13]=[CH:14][C:9]=3[OH:8])=[N:16]2)=[CH:31][CH:30]=1)(=[NH:33])[NH2:35], predict the reactants needed to synthesize it. The reactants are: C([O:8][C:9]1[CH:14]=[CH:13][CH:12]=[CH:11][C:10]=1[C:15]1[C:19]([CH3:20])=[CH:18][N:17]([CH:21]([O:36][CH2:37][CH3:38])[C:22]([NH:24][CH2:25][C:26]2[CH:31]=[CH:30][C:29]([C:32](=[NH:35])[NH:33]O)=[CH:28][CH:27]=2)=[O:23])[N:16]=1)C1C=CC=CC=1.C([OH:41])C. (4) Given the product [CH3:12][O:11][CH2:16][C:2]1[CH:7]=[CH:6][C:5]([C:8](=[O:10])[CH3:9])=[CH:4][CH:3]=1, predict the reactants needed to synthesize it. The reactants are: Br[C:2]1[CH:7]=[CH:6][C:5]([C:8](=[O:10])[CH3:9])=[CH:4][CH:3]=1.[O:11]1[CH2:16]COC[CH2:12]1.O.C(=O)([O-])[O-].[Cs+].[Cs+]. (5) Given the product [CH3:1][O:2][C:3](=[O:21])[C:4]1[CH:9]=[C:8]([NH:10][C:11](=[S:31])[C:12]2[CH:17]=[CH:16][CH:15]=[CH:14][CH:13]=2)[CH:7]=[CH:6][C:5]=1[O:19][CH3:20], predict the reactants needed to synthesize it. The reactants are: [CH3:1][O:2][C:3](=[O:21])[C:4]1[CH:9]=[C:8]([NH:10][C:11](=O)[C:12]2[CH:17]=[CH:16][CH:15]=[CH:14][CH:13]=2)[CH:7]=[CH:6][C:5]=1[O:19][CH3:20].COC1C=CC(P2(SP(C3C=CC(OC)=CC=3)(=S)S2)=[S:31])=CC=1.C1(C)C=CC=CC=1. (6) Given the product [Cl:1][C:2]1[CH:7]=[CH:6][C:5]([C:8]2[N:12]([CH2:13][C@H:14]([OH:19])[C:15]([F:17])([F:16])[F:18])[C:11](=[O:20])[N:10]([CH2:21][C:22]([NH:24][C@@:25]([C:30]3[CH:35]=[CH:34][CH:33]=[C:32]([C:36]([F:39])([F:37])[F:38])[CH:31]=3)([CH3:29])[C:26]([NH2:46])=[O:27])=[O:23])[N:9]=2)=[CH:4][CH:3]=1, predict the reactants needed to synthesize it. The reactants are: [Cl:1][C:2]1[CH:7]=[CH:6][C:5]([C:8]2[N:12]([CH2:13][C@H:14]([OH:19])[C:15]([F:18])([F:17])[F:16])[C:11](=[O:20])[N:10]([CH2:21][C:22]([NH:24][C@@:25]([C:30]3[CH:35]=[CH:34][CH:33]=[C:32]([C:36]([F:39])([F:38])[F:37])[CH:31]=3)([CH3:29])[C:26](O)=[O:27])=[O:23])[N:9]=2)=[CH:4][CH:3]=1.C1C=CC2N(O)N=[N:46]C=2C=1.C(Cl)CCl.N. (7) The reactants are: [F:1][C:2]1[CH:3]=[C:4]([CH:15]=[CH:16][C:17]=1[F:18])[O:5][C:6]1[N:11]=[CH:10][C:9]([CH2:12][CH2:13][OH:14])=[CH:8][CH:7]=1.Cl[C:20]1[CH:30]=[C:24]2[N:25]([CH3:29])[CH2:26][CH2:27][CH2:28][N:23]2[C:22](=[O:31])[N:21]=1. Given the product [F:1][C:2]1[CH:3]=[C:4]([CH:15]=[CH:16][C:17]=1[F:18])[O:5][C:6]1[N:11]=[CH:10][C:9]([CH2:12][CH2:13][O:14][C:20]2[CH:30]=[C:24]3[N:25]([CH3:29])[CH2:26][CH2:27][CH2:28][N:23]3[C:22](=[O:31])[N:21]=2)=[CH:8][CH:7]=1, predict the reactants needed to synthesize it.